This data is from Forward reaction prediction with 1.9M reactions from USPTO patents (1976-2016). The task is: Predict the product of the given reaction. (1) The product is: [O:6]=[C:7]1[N:19]([CH:20]2[CH2:21][CH2:22][N:23]([C:26]([NH:28][C@H:29]([CH2:35][C:36]3[CH:45]=[CH:44][C:43]4[CH2:42][CH2:41][CH2:40][CH2:39][C:38]=4[CH:37]=3)[C:30]([OH:32])=[O:31])=[O:27])[CH2:24][CH2:25]2)[C:10]2[CH:11]=[N:12][C:13]3[CH:14]=[CH:15][CH:16]=[CH:17][C:18]=3[C:9]=2[NH:8]1. Given the reactants C1COCC1.[O:6]=[C:7]1[N:19]([CH:20]2[CH2:25][CH2:24][N:23]([C:26]([NH:28][C@H:29]([CH2:35][C:36]3[CH:45]=[CH:44][C:43]4[CH2:42][CH2:41][CH2:40][CH2:39][C:38]=4[CH:37]=3)[C:30]([O:32]CC)=[O:31])=[O:27])[CH2:22][CH2:21]2)[C:10]2[CH:11]=[N:12][C:13]3[CH:14]=[CH:15][CH:16]=[CH:17][C:18]=3[C:9]=2[NH:8]1.O.[OH-].[Li+], predict the reaction product. (2) The product is: [Cl:1]/[C:11](=[N:10]\[OH:9])/[C:12]12[CH2:18][C:15]([C:19]([O:21][CH3:22])=[O:20])([CH2:14][CH2:13]1)[CH2:16][CH2:17]2. Given the reactants [Cl:1]N1C(=O)CCC1=O.[OH:9]/[N:10]=[CH:11]/[C:12]12[CH2:18][C:15]([C:19]([O:21][CH3:22])=[O:20])([CH2:16][CH2:17]1)[CH2:14][CH2:13]2.O.C(OCC)(=O)C, predict the reaction product. (3) Given the reactants [OH:1][CH2:2][C@@H:3]1[CH2:8][CH2:7][C@H:6]([CH3:9])[CH2:5][N:4]1C(OC(C)(C)C)=O.[H-].[Na+].Cl[C:20]1[CH:25]=[CH:24][C:23]([C:26]([F:29])([F:28])[F:27])=[CH:22][N:21]=1.C([O-])(O)=O.[Na+].C(O)(C(F)(F)F)=O, predict the reaction product. The product is: [CH3:9][C@@H:6]1[CH2:5][NH:4][C@H:3]([CH2:2][O:1][C:20]2[CH:25]=[CH:24][C:23]([C:26]([F:29])([F:28])[F:27])=[CH:22][N:21]=2)[CH2:8][CH2:7]1. (4) Given the reactants Cl[C:2]1[N:3]=[CH:4][C:5]2[N:11]([CH3:12])[C:10](=[O:13])[CH:9]([CH3:14])[CH:8]([CH3:15])[N:7]([CH:16]3[CH2:18][CH2:17]3)[C:6]=2[N:19]=1.[NH2:20][C:21]1[CH:29]=[CH:28][C:24]([C:25]([OH:27])=[O:26])=[CH:23][C:22]=1[O:30][CH3:31].C(O)C, predict the reaction product. The product is: [CH:16]1([N:7]2[CH:8]([CH3:15])[CH:9]([CH3:14])[C:10](=[O:13])[N:11]([CH3:12])[C:5]3[CH:4]=[N:3][C:2]([NH:20][C:21]4[CH:29]=[CH:28][C:24]([C:25]([OH:27])=[O:26])=[CH:23][C:22]=4[O:30][CH3:31])=[N:19][C:6]2=3)[CH2:18][CH2:17]1.